This data is from Forward reaction prediction with 1.9M reactions from USPTO patents (1976-2016). The task is: Predict the product of the given reaction. (1) Given the reactants [NH2:1][C:2]1[C:3]([C:24]([NH:26][C:27]2[CH:28]=[N:29][CH:30]=[CH:31][CH:32]=2)=[O:25])=[N:4][C:5]([C:8]2[CH:13]=[CH:12][C:11]([CH2:14][CH2:15][O:16][Si](C(C)(C)C)(C)C)=[CH:10][CH:9]=2)=[CH:6][N:7]=1.[F-].C([N+](CCCC)(CCCC)CCCC)CCC, predict the reaction product. The product is: [NH2:1][C:2]1[C:3]([C:24]([NH:26][C:27]2[CH:28]=[N:29][CH:30]=[CH:31][CH:32]=2)=[O:25])=[N:4][C:5]([C:8]2[CH:13]=[CH:12][C:11]([CH2:14][CH2:15][OH:16])=[CH:10][CH:9]=2)=[CH:6][N:7]=1. (2) Given the reactants [CH3:1][C:2]1([CH3:18])[C:6]([CH3:8])([CH3:7])[O:5][B:4]([C:9]2[CH:17]=[CH:16][C:12]([C:13]([OH:15])=O)=[CH:11][CH:10]=2)[O:3]1.[NH:19]1[CH2:23][C@H:22]([OH:24])[C@@H:21]([OH:25])[CH2:20]1, predict the reaction product. The product is: [OH:25][C@@H:21]1[C@@H:22]([OH:24])[CH2:23][N:19]([C:13]([C:12]2[CH:11]=[CH:10][C:9]([B:4]3[O:5][C:6]([CH3:7])([CH3:8])[C:2]([CH3:1])([CH3:18])[O:3]3)=[CH:17][CH:16]=2)=[O:15])[CH2:20]1. (3) Given the reactants [Cl:1][C:2]1[CH:27]=[CH:26][C:5]2[NH:6][C:7]([C:9]3([C:24]#[N:25])[CH2:14][CH2:13][N:12]([C:15]4[N:23]=[CH:22][N:21]=[C:20]5[C:16]=4[N:17]=[CH:18][NH:19]5)[CH2:11][CH2:10]3)=[N:8][C:4]=2[CH:3]=1, predict the reaction product. The product is: [Cl:1][C:2]1[CH:27]=[CH:26][C:5]2[NH:6][C:7]([C:9]3([CH2:24][NH2:25])[CH2:10][CH2:11][N:12]([C:15]4[N:23]=[CH:22][N:21]=[C:20]5[C:16]=4[N:17]=[CH:18][NH:19]5)[CH2:13][CH2:14]3)=[N:8][C:4]=2[CH:3]=1. (4) Given the reactants [Cl-].[NH4+].Cl[C:4]1(Cl)[C:7](=[O:8])[CH2:6][CH:5]1[C:9]1[CH:14]=[CH:13][C:12]([CH:15]([C@@H:21]([CH3:26])[C:22]([F:25])([F:24])[F:23])[C:16]([O:18][CH2:19][CH3:20])=[O:17])=[CH:11][CH:10]=1.ClCCl, predict the reaction product. The product is: [F:23][C:22]([F:24])([F:25])[C@H:21]([CH3:26])[CH:15]([C:12]1[CH:11]=[CH:10][C:9]([CH:5]2[CH2:6][C:7](=[O:8])[CH2:4]2)=[CH:14][CH:13]=1)[C:16]([O:18][CH2:19][CH3:20])=[O:17].